From a dataset of Catalyst prediction with 721,799 reactions and 888 catalyst types from USPTO. Predict which catalyst facilitates the given reaction. (1) Reactant: [NH2:1][C:2]1[CH:7]=[CH:6][C:5]([CH2:8][C:9]([N:11]2[CH2:15][CH2:14][CH2:13][CH2:12]2)=O)=[CH:4][C:3]=1[O:16][CH3:17].[H-].[H-].[H-].[H-].[Al+3].[Li+]. Product: [CH3:17][O:16][C:3]1[CH:4]=[C:5]([CH2:8][CH2:9][N:11]2[CH2:15][CH2:14][CH2:13][CH2:12]2)[CH:6]=[CH:7][C:2]=1[NH2:1]. The catalyst class is: 7. (2) Reactant: [Cl:1][C:2]1[C:7]([C:8](Cl)=[O:9])=[C:6]([Cl:11])[N:5]=[CH:4][N:3]=1.[NH2:12][C@@H:13]([CH3:16])[CH2:14][OH:15].CCN(C(C)C)C(C)C. Product: [Cl:1][C:2]1[C:7]([C:8]([NH:12][C@@H:13]([CH3:16])[CH2:14][OH:15])=[O:9])=[C:6]([Cl:11])[N:5]=[CH:4][N:3]=1. The catalyst class is: 91. (3) Reactant: [NH:1]1[CH2:6][CH2:5][CH:4]([C:7]([NH2:9])=[O:8])[CH2:3][CH2:2]1.[CH2:10]([O:17][C:18](Cl)=[O:19])[C:11]1[CH:16]=[CH:15][CH:14]=[CH:13][CH:12]=1.[OH-].[Na+]. Product: [CH2:10]([O:17][C:18]([N:1]1[CH2:6][CH2:5][CH:4]([C:7](=[O:8])[NH2:9])[CH2:3][CH2:2]1)=[O:19])[C:11]1[CH:16]=[CH:15][CH:14]=[CH:13][CH:12]=1. The catalyst class is: 283. (4) Reactant: [CH2:1]([O:3][C:4](=[O:19])[CH2:5][CH:6]1[CH2:11][CH2:10][N:9]([C:12]2[CH:17]=[CH:16][CH:15]=[CH:14][C:13]=2[NH2:18])[CH2:8][CH2:7]1)[CH3:2].[Cl:20][C:21]1[CH:22]=[C:23]([CH:27]=[CH:28][CH:29]=1)[C:24](Cl)=[O:25]. Product: [CH2:1]([O:3][C:4](=[O:19])[CH2:5][CH:6]1[CH2:7][CH2:8][N:9]([C:12]2[CH:17]=[CH:16][CH:15]=[CH:14][C:13]=2[NH:18][C:24](=[O:25])[C:23]2[CH:27]=[CH:28][CH:29]=[C:21]([Cl:20])[CH:22]=2)[CH2:10][CH2:11]1)[CH3:2]. The catalyst class is: 10. (5) Reactant: C(OC(=O)[NH:7][C:8]1[CH:13]=[C:12]([N:14]([CH3:18])[CH2:15][CH2:16][CH3:17])C(C(F)(F)F)=[CH:10][C:9]=1[NH:23][C:24](=[O:47])[CH2:25][C:26](=O)[C:27]1[CH:32]=[CH:31][CH:30]=[C:29]([N:33]2[C:37]([CH2:38][O:39]C3CCCCO3)=[CH:36][N:35]=[N:34]2)[CH:28]=1)(C)(C)C.[C:49](O)([C:51]([F:54])([F:53])[F:52])=O. Product: [OH:39][CH2:38][C:37]1[N:33]([C:29]2[CH:28]=[C:27]([C:26]3[CH2:25][C:24](=[O:47])[NH:23][C:9]4[CH:10]=[C:49]([C:51]([F:54])([F:53])[F:52])[C:12]([N:14]([CH3:18])[CH2:15][CH2:16][CH3:17])=[CH:13][C:8]=4[N:7]=3)[CH:32]=[CH:31][CH:30]=2)[N:34]=[N:35][CH:36]=1. The catalyst class is: 2. (6) Reactant: C[O:2][C:3](=O)[C:4]1[CH:9]=[C:8]([Br:10])[CH:7]=[C:6]([Br:11])[C:5]=1[NH:12][C:13](=[O:27])[CH:14]([C:16]1[CH:21]=[CH:20][C:19]([O:22][CH3:23])=[C:18]([N+:24]([O-:26])=[O:25])[CH:17]=1)[CH3:15].[Li+].C[Si]([N-][Si](C)(C)C)(C)C.CCCCCC. Product: [Br:10][C:8]1[CH:9]=[C:4]2[C:5](=[C:6]([Br:11])[CH:7]=1)[NH:12][C:13](=[O:27])[C:14]([C:16]1[CH:21]=[CH:20][C:19]([O:22][CH3:23])=[C:18]([N+:24]([O-:26])=[O:25])[CH:17]=1)([CH3:15])[C:3]2=[O:2]. The catalyst class is: 25. (7) Reactant: [CH2:1]([C:5]1([CH2:32][CH2:33][CH2:34][CH3:35])[C:17]2[CH:16]=[C:15]([N:18]([C:25]3[CH:30]=[CH:29][CH:28]=[CH:27][CH:26]=3)[C:19]3[CH:24]=[CH:23][CH:22]=[CH:21][CH:20]=3)[CH:14]=[CH:13][C:12]=2[C:11]2[C:6]1=[CH:7][C:8](Br)=[CH:9][CH:10]=2)[CH2:2][CH2:3][CH3:4].C([Li])CCC.[B:41](OC)([O:44]C)[O:42]C.Cl. Product: [CH2:1]([C:5]1([CH2:32][CH2:33][CH2:34][CH3:35])[C:17]2[CH:16]=[C:15]([N:18]([C:25]3[CH:30]=[CH:29][CH:28]=[CH:27][CH:26]=3)[C:19]3[CH:24]=[CH:23][CH:22]=[CH:21][CH:20]=3)[CH:14]=[CH:13][C:12]=2[C:11]2[C:6]1=[CH:7][C:8]([B:41]([OH:44])[OH:42])=[CH:9][CH:10]=2)[CH2:2][CH2:3][CH3:4]. The catalyst class is: 90.